Dataset: Forward reaction prediction with 1.9M reactions from USPTO patents (1976-2016). Task: Predict the product of the given reaction. (1) Given the reactants [C:1]([OH:12])(=[O:11])[CH2:2][CH2:3][CH2:4][CH2:5][CH2:6][CH2:7][C:8]([OH:10])=[O:9].C(Cl)CCl.CCN(C(C)C)C(C)C.[CH2:26](O)[CH2:27][CH2:28][CH2:29][CH2:30][CH2:31][CH2:32][CH2:33][CH3:34], predict the reaction product. The product is: [CH2:26]([O:9][C:8](=[O:10])[CH2:7][CH2:6][CH2:5][CH2:4][CH2:3][CH2:2][C:1]([OH:12])=[O:11])[CH2:27][CH2:28][CH2:29][CH2:30][CH2:31][CH2:32][CH2:33][CH3:34]. (2) The product is: [CH:13]([NH:1][C:2]1[CH:3]=[C:4]([C:8]([Br:12])=[CH:9][C:10]=1[CH3:11])[C:5]([OH:7])=[O:6])=[O:14]. Given the reactants [NH2:1][C:2]1[CH:3]=[C:4]([C:8]([Br:12])=[CH:9][C:10]=1[CH3:11])[C:5]([OH:7])=[O:6].[CH:13](O)=[O:14], predict the reaction product. (3) Given the reactants [CH2:1]([O:9][C:10]1[CH:15]=[CH:14][C:13]([CH:16]2[CH2:21][CH2:20][CH2:19][NH:18][CH2:17]2)=[CH:12][CH:11]=1)[CH2:2][CH2:3][CH2:4][CH2:5][CH2:6][CH2:7][CH3:8].[C:22]([O:26][CH2:27][CH3:28])(=[O:25])[CH:23]=[CH2:24].C([O-])([O-])=O.[Cs+].[Cs+], predict the reaction product. The product is: [CH2:1]([O:9][C:10]1[CH:11]=[CH:12][C:13]([CH:16]2[CH2:21][CH2:20][CH2:19][N:18]([CH2:24][CH2:23][C:22]([O:26][CH2:27][CH3:28])=[O:25])[CH2:17]2)=[CH:14][CH:15]=1)[CH2:2][CH2:3][CH2:4][CH2:5][CH2:6][CH2:7][CH3:8]. (4) Given the reactants C[O:2][CH:3](OC)[C:4]1[CH:5]=[CH:6][C:7]2[C:8]3[N:9]([N:24]=[CH:25][N:26]=3)[C:10](=[O:23])[N:11]([CH2:14][C:15]3[CH:20]=[CH:19][C:18]([O:21][CH3:22])=[CH:17][CH:16]=3)[C:12]=2[N:13]=1.C1COCC1.Cl.C(=O)(O)[O-].[Na+], predict the reaction product. The product is: [CH3:22][O:21][C:18]1[CH:17]=[CH:16][C:15]([CH2:14][N:11]2[C:12]3[N:13]=[C:4]([CH:3]=[O:2])[CH:5]=[CH:6][C:7]=3[C:8]3=[N:26][CH:25]=[N:24][N:9]3[C:10]2=[O:23])=[CH:20][CH:19]=1. (5) Given the reactants [F:1][C:2]1[CH:7]=[C:6]([OH:8])[CH:5]=[C:4]([F:9])[C:3]=1[C:10]1[N:15]=[C:14]([C:16]([O:18][CH3:19])=[O:17])[CH:13]=[CH:12][C:11]=1[F:20].[O:21]1[CH2:25][CH2:24][C@H:23](O)[CH2:22]1.C1(P(C2C=CC=CC=2)C2C=CC=CC=2)C=CC=CC=1.CC(OC(/N=N/C(OC(C)C)=O)=O)C, predict the reaction product. The product is: [F:1][C:2]1[CH:7]=[C:6]([O:8][C@@H:23]2[CH2:24][CH2:25][O:21][CH2:22]2)[CH:5]=[C:4]([F:9])[C:3]=1[C:10]1[N:15]=[C:14]([C:16]([O:18][CH3:19])=[O:17])[CH:13]=[CH:12][C:11]=1[F:20]. (6) The product is: [F:1][C:2]1[CH:7]=[CH:6][C:5]([C:14]#[C:13][C:15]2[CH:16]=[N:17][CH:18]=[C:19]([O:21][CH3:22])[CH:20]=2)=[CH:4][C:3]=1[C:9]([F:12])([F:11])[F:10]. Given the reactants [F:1][C:2]1[CH:7]=[CH:6][C:5](I)=[CH:4][C:3]=1[C:9]([F:12])([F:11])[F:10].[C:13]([C:15]1[CH:16]=[N:17][CH:18]=[C:19]([O:21][CH3:22])[CH:20]=1)#[CH:14], predict the reaction product. (7) Given the reactants [Cl:1][C:2]1[S:6][C:5]([C:7]2[C:12]([C:13]3[CH:14]=[C:15]([NH:19][C:20](=[O:31])[CH2:21][N:22](C)[C:23](=O)OC(C)(C)C)[CH:16]=[CH:17][CH:18]=3)=[CH:11][N:10]=[C:9]([NH:32][CH2:33][CH2:34][N:35]3[C:39]([CH3:41])([CH3:40])[C:38](=[O:42])[NH:37][C:36]3=[O:43])[N:8]=2)=[CH:4][CH:3]=1.Cl, predict the reaction product. The product is: [Cl:1][C:2]1[S:6][C:5]([C:7]2[C:12]([C:13]3[CH:14]=[C:15]([NH:19][C:20](=[O:31])[CH2:21][NH:22][CH3:23])[CH:16]=[CH:17][CH:18]=3)=[CH:11][N:10]=[C:9]([NH:32][CH2:33][CH2:34][N:35]3[C:39]([CH3:41])([CH3:40])[C:38](=[O:42])[NH:37][C:36]3=[O:43])[N:8]=2)=[CH:4][CH:3]=1.